Dataset: Catalyst prediction with 721,799 reactions and 888 catalyst types from USPTO. Task: Predict which catalyst facilitates the given reaction. (1) Reactant: [NH2:1][C:2]1[CH:3]=[C:4]([OH:11])[C:5](=[CH:9][CH:10]=1)[C:6]([OH:8])=[O:7].[OH-].[Na+].C([O-])([O-])=O.[Na+].[Na+].Cl[C:21]1[C:26](CC=O)=[C:25]([CH3:30])[CH:24]=[CH:23][C:22]=1[S:31]([O-:34])(=[O:33])=[O:32].C1C[O:38][CH2:37][CH2:36]1. The catalyst class is: 581. Product: [OH:11][C:4]1[CH:3]=[C:2]([NH:1][C:37](=[O:38])[CH2:36][O:34][S:31]([C:22]2[CH:21]=[CH:26][C:25]([CH3:30])=[CH:24][CH:23]=2)(=[O:32])=[O:33])[CH:10]=[CH:9][C:5]=1[C:6]([OH:8])=[O:7]. (2) Reactant: [NH2:1][C:2]1[N:7]=[CH:6][C:5]([C:8]2[C:13]([F:14])=[CH:12][C:11]([C:15]3[CH:20]=[CH:19][CH:18]=[CH:17][C:16]=3[S:21]CCC(OCC)=O)=[CH:10][CH:9]=2)=[CH:4][N:3]=1.CC([O-])(C)C.[K+].CO. Product: [NH2:1][C:2]1[N:3]=[CH:4][C:5]([C:8]2[C:13]([F:14])=[CH:12][C:11]([C:15]3[C:16]([SH:21])=[CH:17][CH:18]=[CH:19][CH:20]=3)=[CH:10][CH:9]=2)=[CH:6][N:7]=1. The catalyst class is: 1. (3) Reactant: [Br:1][C:2]1[CH:7]=[C:6]([Cl:8])[C:5]([S:9]([N:12]([CH2:14][C:15]2[O:19][CH:18]=[C:17]([C:20]([OH:22])=O)[CH:16]=2)[CH3:13])(=[O:11])=[O:10])=[C:4]([Cl:23])[CH:3]=1.CCN=C=NCCCN(C)C.C1C=CC2N(O)N=NC=2C=1.[NH:45]1[CH2:49][CH2:48][N:47]=[C:46]1[C:50]1[CH:55]=[CH:54][C:53]([CH2:56][CH2:57][NH:58][CH3:59])=[CH:52][CH:51]=1.Cl.CCN(C(C)C)C(C)C. Product: [Br:1][C:2]1[CH:7]=[C:6]([Cl:8])[C:5]([S:9]([N:12]([CH2:14][C:15]2[O:19][CH:18]=[C:17]([C:20]([N:58]([CH2:57][CH2:56][C:53]3[CH:52]=[CH:51][C:50]([C:46]4[NH:47][CH2:48][CH2:49][N:45]=4)=[CH:55][CH:54]=3)[CH3:59])=[O:22])[CH:16]=2)[CH3:13])(=[O:11])=[O:10])=[C:4]([Cl:23])[CH:3]=1. The catalyst class is: 31. (4) Reactant: C([Mg][Cl:5])(C)C.I[C:7]1[CH:12]=[CH:11][N:10]=[C:9]([O:13][CH3:14])[CH:8]=1.ClN1C(=O)CCC1=O.O. Product: [Cl:5][C:7]1[CH:12]=[CH:11][N:10]=[C:9]([O:13][CH3:14])[CH:8]=1. The catalyst class is: 7. (5) Product: [CH2:32]([O:36][C:37]([NH:1][C@H:2]([C:7]([NH:39][C@H:38]([C:37]([O:36][C:32]([CH3:35])([CH3:34])[CH3:33])=[O:41])[CH3:40])=[O:9])[CH2:3][CH2:4][S:5][CH3:6])=[O:41])[C:26]1[CH:25]=[CH:24][CH:23]=[CH:22][CH:27]=1. The catalyst class is: 338. Reactant: [NH2:1][C@H:2]([C:7]([OH:9])=O)[CH2:3][CH2:4][S:5][CH3:6].Cl.CN(C)CCCN=C=NCC.[CH:22]1[CH:23]=[CH:24][C:25]2N(O)N=N[C:26]=2[CH:27]=1.[C:32]([O:36][C:37](=[O:41])[C@H:38]([CH3:40])[NH2:39])([CH3:35])([CH3:34])[CH3:33]. (6) Reactant: [C:1]1([C:7]2[CH2:11][CH2:10][NH:9][N:8]=2)[CH:6]=[CH:5][CH:4]=[CH:3][CH:2]=1.Cl.[C:13](Cl)(=[O:20])[C:14]1[CH:19]=[CH:18][CH:17]=[N:16][CH:15]=1.C(N(CC)CC)C. Product: [C:13]([N:9]1[CH2:10][CH2:11][C:7]([C:1]2[CH:2]=[CH:3][CH:4]=[CH:5][CH:6]=2)=[N:8]1)(=[O:20])[C:14]1[CH:19]=[CH:18][CH:17]=[N:16][CH:15]=1. The catalyst class is: 22. (7) Reactant: [CH3:1][C:2]1[CH:9]=[CH:8][C:5]([CH2:6][NH2:7])=[CH:4][CH:3]=1.[CH2:10]([O:12][C:13](=[O:23])[CH2:14][C:15]1[CH:20]=[CH:19][CH:18]=[C:17]([CH:21]=O)[CH:16]=1)[CH3:11].[BH4-].[Na+].C([O-])(O)=O.[Na+]. Product: [CH2:10]([O:12][C:13](=[O:23])[CH2:14][C:15]1[CH:20]=[CH:19][CH:18]=[C:17]([CH2:21][NH:7][CH2:6][C:5]2[CH:8]=[CH:9][C:2]([CH3:1])=[CH:3][CH:4]=2)[CH:16]=1)[CH3:11]. The catalyst class is: 24. (8) Product: [CH3:16][O:15][CH:14]([O:17][CH3:18])[CH2:13][N:12]1[C:3]2[C:4]([C:5]([O:7][CH3:8])=[O:6])=[CH:9][CH:10]=[CH:11][C:2]=2[N:1]=[C:25]1[CH:26]([CH3:28])[CH3:27]. The catalyst class is: 18. Reactant: [NH2:1][C:2]1[C:3]([NH:12][CH2:13][CH:14]([O:17][CH3:18])[O:15][CH3:16])=[C:4]([CH:9]=[CH:10][CH:11]=1)[C:5]([O:7][CH3:8])=[O:6].OOS([O-])=O.[K+].[CH:25](=O)[CH:26]([CH3:28])[CH3:27]. (9) Reactant: [CH3:1][C:2]1[CH:3]=[C:4](B(O)O)[CH:5]=[CH:6][CH:7]=1.C(=O)([O-])[O-].[K+].[K+].Cl[C:18]1[CH:23]=[C:22]([Cl:24])[N:21]=[C:20]([CH3:25])[N:19]=1.[Cl-].[NH4+]. Product: [Cl:24][C:22]1[CH:23]=[C:18]([C:6]2[CH:5]=[CH:4][CH:3]=[C:2]([CH3:1])[CH:7]=2)[N:19]=[C:20]([CH3:25])[N:21]=1. The catalyst class is: 658.